Dataset: Full USPTO retrosynthesis dataset with 1.9M reactions from patents (1976-2016). Task: Predict the reactants needed to synthesize the given product. (1) Given the product [CH3:15][O:16][C:9](=[O:19])[CH2:8][C:6]1[CH:7]=[C:2]([Br:1])[C:3]([F:14])=[CH:4][C:5]=1[CH3:13], predict the reactants needed to synthesize it. The reactants are: [Br:1][C:2]1[CH:7]=[C:6]([CH2:8][C:9](Cl)(Cl)Cl)[C:5]([CH3:13])=[CH:4][C:3]=1[F:14].[CH3:15][O-:16].[Na+].S(=O)(=O)(O)[OH:19]. (2) Given the product [Cl:1][C:2]1[CH:7]=[CH:6][C:5]([CH3:8])=[CH:4][C:3]=1[NH:9][C:10]1[C:11]([C:17]([OH:19])=[O:18])=[CH:12][NH:13][C:14](=[O:16])[CH:15]=1, predict the reactants needed to synthesize it. The reactants are: [Cl:1][C:2]1[CH:7]=[CH:6][C:5]([CH3:8])=[CH:4][C:3]=1[NH:9][C:10]1[C:11]([C:17]([O:19]C)=[O:18])=[CH:12][NH:13][C:14](=[O:16])[CH:15]=1.Cl.